Task: Regression. Given a peptide amino acid sequence and an MHC pseudo amino acid sequence, predict their binding affinity value. This is MHC class I binding data.. Dataset: Peptide-MHC class I binding affinity with 185,985 pairs from IEDB/IMGT (1) The peptide sequence is KLEYLAPSY. The MHC is HLA-B27:05 with pseudo-sequence HLA-B27:05. The binding affinity (normalized) is 0.0847. (2) The peptide sequence is GLLPLLLLLL. The MHC is HLA-A68:02 with pseudo-sequence HLA-A68:02. The binding affinity (normalized) is 0.0529. (3) The peptide sequence is SMGTSGLEL. The MHC is HLA-B15:01 with pseudo-sequence HLA-B15:01. The binding affinity (normalized) is 0.339. (4) The peptide sequence is GTQDQSLYL. The MHC is HLA-B08:01 with pseudo-sequence HLA-B08:01. The binding affinity (normalized) is 0.213. (5) The peptide sequence is RVRPKKEVL. The MHC is HLA-B07:02 with pseudo-sequence HLA-B07:02. The binding affinity (normalized) is 0.422. (6) The peptide sequence is TAEQLSKYV. The MHC is HLA-A02:06 with pseudo-sequence HLA-A02:06. The binding affinity (normalized) is 0.0683. (7) The peptide sequence is VTTQRQSVY. The MHC is HLA-A29:02 with pseudo-sequence HLA-A29:02. The binding affinity (normalized) is 0.664. (8) The peptide sequence is RTELGVEFLK. The MHC is HLA-A11:01 with pseudo-sequence HLA-A11:01. The binding affinity (normalized) is 0.634.